Dataset: Forward reaction prediction with 1.9M reactions from USPTO patents (1976-2016). Task: Predict the product of the given reaction. (1) Given the reactants [NH:1]1[C:9]2[C:4](=[CH:5][C:6]([O:10][C:11]3[CH:20]=[CH:19][CH:18]=[CH:17][C:12]=3[C:13]([O:15]C)=[O:14])=[CH:7][CH:8]=2)[CH:3]=[N:2]1.[OH-].[Na+].Cl, predict the reaction product. The product is: [NH:1]1[C:9]2[C:4](=[CH:5][C:6]([O:10][C:11]3[CH:20]=[CH:19][CH:18]=[CH:17][C:12]=3[C:13]([OH:15])=[O:14])=[CH:7][CH:8]=2)[CH:3]=[N:2]1. (2) Given the reactants [NH:1]1[CH2:6][CH2:5][CH2:4][CH2:3][C@H:2]1[C:7]([OH:9])=[O:8].C([O-])([O-])=O.[Na+].[Na+].[C:16](Cl)([O:18][CH2:19][CH:20]1[C:32]2[C:27](=[CH:28][CH:29]=[CH:30][CH:31]=2)[C:26]2[C:21]1=[CH:22][CH:23]=[CH:24][CH:25]=2)=[O:17], predict the reaction product. The product is: [CH:31]1[C:32]2[CH:20]([CH2:19][O:18][C:16]([N:1]3[CH2:6][CH2:5][CH2:4][CH2:3][C@H:2]3[C:7]([OH:9])=[O:8])=[O:17])[C:21]3[C:26](=[CH:25][CH:24]=[CH:23][CH:22]=3)[C:27]=2[CH:28]=[CH:29][CH:30]=1.